Task: Predict which catalyst facilitates the given reaction.. Dataset: Catalyst prediction with 721,799 reactions and 888 catalyst types from USPTO (1) Reactant: [CH:1]1([C:7]2[C:15]3[C:10](=[N:11][CH:12]=[C:13]([C:16]([O:18][CH3:19])=[O:17])[CH:14]=3)[NH:9][C:8]=2[Si:20]([CH3:23])([CH3:22])[CH3:21])[CH2:6][CH2:5][CH2:4][CH2:3][CH2:2]1.[H-].[Na+].Br[CH2:27][C:28]([O:30][C:31]([CH3:34])([CH3:33])[CH3:32])=[O:29]. Product: [C:31]([O:30][C:28](=[O:29])[CH2:27][N:9]1[C:10]2=[N:11][CH:12]=[C:13]([C:16]([O:18][CH3:19])=[O:17])[CH:14]=[C:15]2[C:7]([CH:1]2[CH2:2][CH2:3][CH2:4][CH2:5][CH2:6]2)=[C:8]1[Si:20]([CH3:22])([CH3:21])[CH3:23])([CH3:34])([CH3:33])[CH3:32]. The catalyst class is: 31. (2) Reactant: [Cl:1][C:2]1[CH:23]=[C:22]([C:24]([NH:26][CH2:27][C:28]2[CH:33]=[CH:32][CH:31]=[C:30]([OH:34])[CH:29]=2)=[O:25])[CH:21]=[CH:20][C:3]=1[C:4]([NH:6][C@H:7]([C:17]([OH:19])=[O:18])[CH2:8][NH:9][C:10]([C:12]1[S:13][CH:14]=[CH:15][CH:16]=1)=[O:11])=[O:5].C(=O)([O-])[O-].[K+].[K+].[I-].[K+].Cl.Cl[CH2:45][CH2:46][N:47]([CH3:49])[CH3:48]. The catalyst class is: 9. Product: [Cl:1][C:2]1[CH:23]=[C:22]([C:24]([NH:26][CH2:27][C:28]2[CH:33]=[CH:32][CH:31]=[C:30]([OH:34])[CH:29]=2)=[O:25])[CH:21]=[CH:20][C:3]=1[C:4]([NH:6][C@H:7]([C:17]([O:19][CH2:45][CH2:46][N:47]([CH3:49])[CH3:48])=[O:18])[CH2:8][NH:9][C:10]([C:12]1[S:13][CH:14]=[CH:15][CH:16]=1)=[O:11])=[O:5]. (3) Reactant: [Cl:1][S:2]([C:5]1[CH:6]=[C:7]([CH:11]=[CH:12][CH:13]=1)[C:8]([OH:10])=[O:9])(=[O:4])=[O:3].S(Cl)(Cl)=O.[C:18]1([CH3:30])[CH:23]=[CH:22][C:21]([S:24]([CH2:27][CH2:28]O)(=[O:26])=[O:25])=[CH:20][CH:19]=1.C(N(CC)CC)C. Product: [Cl:1][S:2]([C:5]1[CH:6]=[C:7]([CH:11]=[CH:12][CH:13]=1)[C:8]([O:10][CH2:28][CH2:27][S:24]([C:21]1[CH:22]=[CH:23][C:18]([CH3:30])=[CH:19][CH:20]=1)(=[O:26])=[O:25])=[O:9])(=[O:4])=[O:3]. The catalyst class is: 4. (4) Reactant: CC([O-])(C)C.[K+].[Cl:7][C:8]1[CH:13]=[CH:12][C:11]([CH2:14][C:15]([O:17][C:18]([CH3:21])([CH3:20])[CH3:19])=[O:16])=[CH:10][CH:9]=1.Br[CH:23]([C:27]1[CH:36]=[CH:35][C:30]([C:31]([O:33][CH3:34])=[O:32])=[CH:29][CH:28]=1)[CH2:24][CH2:25][CH3:26].O. Product: [C:18]([O:17][C:15](=[O:16])[CH:14]([CH:23]([C:27]1[CH:36]=[CH:35][C:30]([C:31]([O:33][CH3:34])=[O:32])=[CH:29][CH:28]=1)[CH2:24][CH2:25][CH3:26])[C:11]1[CH:10]=[CH:9][C:8]([Cl:7])=[CH:13][CH:12]=1)([CH3:21])([CH3:20])[CH3:19]. The catalyst class is: 3. (5) Reactant: [F:1][C:2]([F:29])([F:28])[C:3]1[CH:4]=[C:5]([CH:21]=[C:22]([C:24]([F:27])([F:26])[F:25])[CH:23]=1)[C:6]([N:8]1[CH:12]([CH2:13][C:14]2[CH:19]=[CH:18][CH:17]=[CH:16][CH:15]=2)[CH2:11][C:10](=O)[CH2:9]1)=[O:7].[CH3:30][C:31]1[CH:36]=[CH:35][CH:34]=[C:33]([CH3:37])[C:32]=1[NH:38][C:39](=[O:47])[CH2:40][N:41]1[CH2:46][CH2:45][NH:44][CH2:43][CH2:42]1. Product: [F:28][C:2]([F:1])([F:29])[C:3]1[CH:4]=[C:5]([CH:21]=[C:22]([C:24]([F:25])([F:27])[F:26])[CH:23]=1)[C:6]([N:8]1[C@H:12]([CH2:13][C:14]2[CH:15]=[CH:16][CH:17]=[CH:18][CH:19]=2)[CH2:11][C@H:10]([N:44]2[CH2:45][CH2:46][N:41]([CH2:40][C:39]([NH:38][C:32]3[C:33]([CH3:37])=[CH:34][CH:35]=[CH:36][C:31]=3[CH3:30])=[O:47])[CH2:42][CH2:43]2)[CH2:9]1)=[O:7]. The catalyst class is: 19. (6) The catalyst class is: 4. Product: [CH2:1]([O:3][C:4]([C:6]1[N:7]=[C:8]([CH:11]2[CH2:16][CH2:15][N:14]([C:26](=[S:27])[NH:25][C:22]3[CH:23]=[CH:24][C:19]([N:18]([CH3:17])[CH3:28])=[CH:20][CH:21]=3)[CH2:13][CH2:12]2)[S:9][CH:10]=1)=[O:5])[CH3:2]. Reactant: [CH2:1]([O:3][C:4]([C:6]1[N:7]=[C:8]([CH:11]2[CH2:16][CH2:15][NH:14][CH2:13][CH2:12]2)[S:9][CH:10]=1)=[O:5])[CH3:2].[CH3:17][N:18]([CH3:28])[C:19]1[CH:24]=[CH:23][C:22]([N:25]=[C:26]=[S:27])=[CH:21][CH:20]=1. (7) Reactant: [F:1][CH:2]([CH2:12][CH2:13][C:14]1[S:15][C:16]([NH:19][C:20](=[O:28])[CH2:21][C:22]2[CH:27]=[CH:26][CH:25]=[CH:24][N:23]=2)=[N:17][N:18]=1)[CH2:3][N:4]1[CH:8]=[C:7]([C:9]([OH:11])=O)[N:6]=[N:5]1.[F:29][C:30]([F:40])([F:39])[C:31]1[CH:36]=[CH:35][N:34]=[C:33]([CH2:37][NH2:38])[CH:32]=1.CN(C(ON1N=NC2C=CC=NC1=2)=[N+](C)C)C.F[P-](F)(F)(F)(F)F.C([O-])([O-])=O.[K+].[K+]. Product: [F:1][CH:2]([CH2:12][CH2:13][C:14]1[S:15][C:16]([NH:19][C:20](=[O:28])[CH2:21][C:22]2[CH:27]=[CH:26][CH:25]=[CH:24][N:23]=2)=[N:17][N:18]=1)[CH2:3][N:4]1[CH:8]=[C:7]([C:9]([NH:38][CH2:37][C:33]2[CH:32]=[C:31]([C:30]([F:40])([F:29])[F:39])[CH:36]=[CH:35][N:34]=2)=[O:11])[N:6]=[N:5]1. The catalyst class is: 3. (8) Reactant: FC(F)(F)C(O)=O.[CH3:8][O:9][C:10]1[CH:15]=[C:14]([N:16]2[CH:20]=[CH:19][CH:18]=[N:17]2)[CH:13]=[CH:12][C:11]=1[C:21]1[N:26]=[N:25][C:24]([O:27][CH:28]2[CH2:33][CH2:32][N:31](C(OC(C)(C)C)=O)[CH2:30][CH2:29]2)=[CH:23][CH:22]=1.[OH-].[Na+]. Product: [CH3:8][O:9][C:10]1[CH:15]=[C:14]([N:16]2[CH:20]=[CH:19][CH:18]=[N:17]2)[CH:13]=[CH:12][C:11]=1[C:21]1[N:26]=[N:25][C:24]([O:27][CH:28]2[CH2:33][CH2:32][NH:31][CH2:30][CH2:29]2)=[CH:23][CH:22]=1. The catalyst class is: 2. (9) Reactant: [Cl:1][C:2]1[CH:7]=[CH:6][C:5]([CH2:8][C:9](=[O:13])[C:10]([OH:12])=[O:11])=[CH:4][CH:3]=1.Cl. Product: [Cl:1][C:2]1[CH:3]=[CH:4][C:5]([CH2:8][CH:9]([OH:13])[C:10]([OH:12])=[O:11])=[CH:6][CH:7]=1. The catalyst class is: 1.